This data is from Full USPTO retrosynthesis dataset with 1.9M reactions from patents (1976-2016). The task is: Predict the reactants needed to synthesize the given product. (1) Given the product [Cl:1][C:2]1[CH:3]=[C:4]2[C:20](=[C:21]([Cl:23])[CH:22]=1)[C:7]1([CH:8]=[CH:9][NH:10][CH2:11][CH2:12]1)[NH:6][C:5]2=[O:33], predict the reactants needed to synthesize it. The reactants are: [Cl:1][C:2]1[CH:3]=[C:4]2[C:20](=[C:21]([Cl:23])[CH:22]=1)[C:7]1([CH:12]=[CH:11][N:10](C(OC(C)(C)C)=O)[CH2:9][CH2:8]1)[N:6](CC1C=CC(OC)=CC=1)[C:5]2=[O:33]. (2) The reactants are: [CH3:1][C:2]1([CH3:9])[O:6][CH:5]([CH2:7]O)[CH2:4][O:3]1.C1(P(C2C=CC=CC=2)C2C=CC=CC=2)C=CC=CC=1.N1C=CN=C1.[I:34]I. Given the product [I:34][CH2:7][CH:5]1[CH2:4][O:3][C:2]([CH3:9])([CH3:1])[O:6]1, predict the reactants needed to synthesize it.